The task is: Regression. Given two drug SMILES strings and cell line genomic features, predict the synergy score measuring deviation from expected non-interaction effect.. This data is from NCI-60 drug combinations with 297,098 pairs across 59 cell lines. (1) Drug 2: C1CC(=O)NC(=O)C1N2C(=O)C3=CC=CC=C3C2=O. Cell line: K-562. Drug 1: C1CN(CCN1C(=O)CCBr)C(=O)CCBr. Synergy scores: CSS=22.6, Synergy_ZIP=-1.63, Synergy_Bliss=4.22, Synergy_Loewe=-1.35, Synergy_HSA=3.28. (2) Drug 1: C1CCC(CC1)NC(=O)N(CCCl)N=O. Drug 2: CC1CCC2CC(C(=CC=CC=CC(CC(C(=O)C(C(C(=CC(C(=O)CC(OC(=O)C3CCCCN3C(=O)C(=O)C1(O2)O)C(C)CC4CCC(C(C4)OC)O)C)C)O)OC)C)C)C)OC. Cell line: SN12C. Synergy scores: CSS=19.0, Synergy_ZIP=-10.7, Synergy_Bliss=-10.5, Synergy_Loewe=-17.0, Synergy_HSA=-7.18. (3) Drug 1: CN1CCC(CC1)COC2=C(C=C3C(=C2)N=CN=C3NC4=C(C=C(C=C4)Br)F)OC. Drug 2: CC1C(C(CC(O1)OC2CC(CC3=C2C(=C4C(=C3O)C(=O)C5=C(C4=O)C(=CC=C5)OC)O)(C(=O)C)O)N)O.Cl. Cell line: MDA-MB-231. Synergy scores: CSS=17.3, Synergy_ZIP=0.0319, Synergy_Bliss=6.96, Synergy_Loewe=3.16, Synergy_HSA=7.84. (4) Drug 1: CN1CCC(CC1)COC2=C(C=C3C(=C2)N=CN=C3NC4=C(C=C(C=C4)Br)F)OC. Drug 2: CC1=C(C(=CC=C1)Cl)NC(=O)C2=CN=C(S2)NC3=CC(=NC(=N3)C)N4CCN(CC4)CCO. Cell line: SR. Synergy scores: CSS=-5.85, Synergy_ZIP=0.471, Synergy_Bliss=-5.12, Synergy_Loewe=-4.89, Synergy_HSA=-6.75. (5) Drug 1: C(=O)(N)NO. Drug 2: CC1=C(N=C(N=C1N)C(CC(=O)N)NCC(C(=O)N)N)C(=O)NC(C(C2=CN=CN2)OC3C(C(C(C(O3)CO)O)O)OC4C(C(C(C(O4)CO)O)OC(=O)N)O)C(=O)NC(C)C(C(C)C(=O)NC(C(C)O)C(=O)NCCC5=NC(=CS5)C6=NC(=CS6)C(=O)NCCC[S+](C)C)O. Cell line: UACC62. Synergy scores: CSS=17.3, Synergy_ZIP=-1.65, Synergy_Bliss=2.61, Synergy_Loewe=-39.2, Synergy_HSA=1.60. (6) Drug 1: C1CC(=O)NC(=O)C1N2CC3=C(C2=O)C=CC=C3N. Drug 2: CCCCC(=O)OCC(=O)C1(CC(C2=C(C1)C(=C3C(=C2O)C(=O)C4=C(C3=O)C=CC=C4OC)O)OC5CC(C(C(O5)C)O)NC(=O)C(F)(F)F)O. Cell line: NCI-H226. Synergy scores: CSS=2.48, Synergy_ZIP=-0.249, Synergy_Bliss=-1.88, Synergy_Loewe=1.01, Synergy_HSA=-0.626.